Predict the reactants needed to synthesize the given product. From a dataset of Full USPTO retrosynthesis dataset with 1.9M reactions from patents (1976-2016). (1) Given the product [CH3:39][O:38][C:24]1[CH:23]=[C:22]([CH:27]=[CH:26][C:25]=1[O:28][CH2:29][C:30]1[CH:31]=[N:32][C:33]([O:36][CH3:37])=[CH:34][CH:35]=1)[CH2:21][N:20]1[C:9]2=[N:10][CH:11]=[C:12]([C:14]3[CH:15]=[CH:16][CH:17]=[CH:18][CH:19]=3)[CH:13]=[C:8]2[N:7]=[C:6]1[NH2:5], predict the reactants needed to synthesize it. The reactants are: C(OC(=O)[NH:5][C:6]1[N:20]([CH2:21][C:22]2[CH:27]=[CH:26][C:25]([O:28][CH2:29][C:30]3[CH:31]=[N:32][C:33]([O:36][CH3:37])=[CH:34][CH:35]=3)=[C:24]([O:38][CH3:39])[CH:23]=2)[C:9]2=[N:10][CH:11]=[C:12]([C:14]3[CH:19]=[CH:18][CH:17]=[CH:16][CH:15]=3)[CH:13]=[C:8]2[N:7]=1)C.[OH-].[K+]. (2) The reactants are: [OH:1][C@H:2]([CH2:21][NH:22][C:23]([CH3:36])([CH3:35])[CH2:24][C:25]1[CH:34]=[CH:33][C:32]2[C:27](=[CH:28][CH:29]=[CH:30][CH:31]=2)[CH:26]=1)[CH2:3][O:4][CH:5]([C:7]1[CH:12]=[CH:11][CH:10]=[CH:9][C:8]=1[C:13]1[CH:18]=[CH:17][C:16]([C:19]#[N:20])=[CH:15][CH:14]=1)[CH3:6].[Cl-].[NH4+].[N-:39]=[N+:40]=[N-:41].[Na+].O. Given the product [CH3:36][C:23]([NH:22][CH2:21][C@@H:2]([OH:1])[CH2:3][O:4][CH:5]([C:7]1[CH:12]=[CH:11][CH:10]=[CH:9][C:8]=1[C:13]1[CH:14]=[CH:15][C:16]([C:19]2[NH:41][N:40]=[N:39][N:20]=2)=[CH:17][CH:18]=1)[CH3:6])([CH3:35])[CH2:24][C:25]1[CH:34]=[CH:33][C:32]2[C:27](=[CH:28][CH:29]=[CH:30][CH:31]=2)[CH:26]=1, predict the reactants needed to synthesize it. (3) Given the product [C:1]([O:5][C:6](=[O:16])[NH:7][CH2:8][CH:9]1[CH2:10][CH2:11][CH:12]([OH:15])[CH2:13][CH2:14]1)([CH3:4])([CH3:2])[CH3:3], predict the reactants needed to synthesize it. The reactants are: [C:1]([O:5][C:6](=[O:16])[NH:7][CH2:8][CH:9]1[CH2:14][CH2:13][C:12](=[O:15])[CH2:11][CH2:10]1)([CH3:4])([CH3:3])[CH3:2].[BH4-].[Na+]. (4) Given the product [OH:54][CH2:2][C:3]([NH:5][CH2:6][C:7]1[CH:8]=[C:9]([CH:49]=[CH:50][CH:51]=1)[CH2:10][N:11]1[C:16]([CH3:17])=[CH:15][C:14]([O:18][CH2:19][C:20]2[CH:46]=[CH:45][CH:44]=[CH:43][C:21]=2[CH2:22][NH:23][C:24]([NH:26][C:27]2[N:31]([C:80]3[CH:85]=[CH:84][C:83]([OH:86])=[C:82]([Cl:87])[CH:81]=3)[N:30]=[C:29]([C:39]([CH3:40])([CH3:42])[CH3:41])[CH:28]=2)=[O:25])=[C:13]([Cl:47])[C:12]1=[O:48])=[O:4], predict the reactants needed to synthesize it. The reactants are: N[CH2:2][C:3]([NH:5][CH2:6][C:7]1[CH:8]=[C:9]([CH:49]=[CH:50][CH:51]=1)[CH2:10][N:11]1[C:16]([CH3:17])=[CH:15][C:14]([O:18][CH2:19][C:20]2[CH:46]=[CH:45][CH:44]=[CH:43][C:21]=2[CH2:22][NH:23][C:24]([NH:26][C:27]2[N:31](C3C=CC=C(O)C=3)[N:30]=[C:29]([C:39]([CH3:42])([CH3:41])[CH3:40])[CH:28]=2)=[O:25])=[C:13]([Cl:47])[C:12]1=[O:48])=[O:4].C(O)(=O)C[OH:54].NC1N(C2C=C(O)C=CC=2)N=C(C(C)(C)C)C=1.NC1N([C:80]2[CH:85]=[CH:84][C:83]([OH:86])=[C:82]([Cl:87])[CH:81]=2)N=C(C(C)(C)C)C=1. (5) Given the product [CH:23]1([C:26]([NH:1][C:2]2[CH:3]=[C:4]([CH:8]3[C:17]([CH3:18])([CH3:19])[CH2:16][C:15]4[C:10](=[CH:11][CH:12]=[C:13]([C:20]([O:22][CH3:29])=[O:21])[CH:14]=4)[NH:9]3)[CH:5]=[CH:6][CH:7]=2)=[O:28])[CH2:25][CH2:24]1, predict the reactants needed to synthesize it. The reactants are: [NH2:1][C:2]1[CH:3]=[C:4]([CH:8]2[C:17]([CH3:19])([CH3:18])[CH2:16][C:15]3[C:10](=[CH:11][CH:12]=[C:13]([C:20]([O-:22])=[O:21])[CH:14]=3)[NH:9]2)[CH:5]=[CH:6][CH:7]=1.[CH:23]1([C:26]([OH:28])=O)[CH2:25][CH2:24]1.[CH:29](N(CC)C(C)C)(C)C.P(Cl)(Cl)(Cl)=O. (6) The reactants are: [F:1][C:2]([F:22])([F:21])[C:3]1([C:8]([N:10]2[CH2:15][CH2:14][CH:13]([C:16](OCC)=[O:17])[CH2:12][CH2:11]2)=O)[CH2:7][CH2:6][CH2:5][CH2:4]1.[H-].[H-].[H-].[H-].[Li+].[Al+3]. Given the product [F:22][C:2]([F:1])([F:21])[C:3]1([CH2:8][N:10]2[CH2:11][CH2:12][CH:13]([CH2:16][OH:17])[CH2:14][CH2:15]2)[CH2:4][CH2:5][CH2:6][CH2:7]1, predict the reactants needed to synthesize it. (7) Given the product [CH3:16][C:3]1[CH:4]=[C:5]([CH2:8][C:9]([O:11][C:12]([CH3:13])([CH3:15])[CH3:14])=[O:10])[CH:6]=[CH:7][C:2]=1[NH:1][C:31]([NH:30][C:24]1[CH:29]=[CH:28][CH:27]=[CH:26][CH:25]=1)=[O:32], predict the reactants needed to synthesize it. The reactants are: [NH2:1][C:2]1[CH:7]=[CH:6][C:5]([CH2:8][C:9]([O:11][C:12]([CH3:15])([CH3:14])[CH3:13])=[O:10])=[CH:4][C:3]=1[CH3:16].CCN(CC)CC.[C:24]1([N:30]=[C:31]=[O:32])[CH:29]=[CH:28][CH:27]=[CH:26][CH:25]=1. (8) Given the product [F:21][C:18]([CH3:20])([CH3:19])[CH2:17][C:14]1([OH:22])[CH2:13][CH2:12][NH:11][CH2:16][CH2:15]1, predict the reactants needed to synthesize it. The reactants are: C(OC([N:11]1[CH2:16][CH2:15][C:14]([O:22]COCC2C=CC=CC=2)([CH2:17][C:18]([F:21])([CH3:20])[CH3:19])[CH2:13][CH2:12]1)=O)C1C=CC=CC=1.